This data is from Catalyst prediction with 721,799 reactions and 888 catalyst types from USPTO. The task is: Predict which catalyst facilitates the given reaction. (1) Reactant: CN(C(ON1N=NC2C=CC=NC1=2)=[N+](C)C)C.F[P-](F)(F)(F)(F)F.CN1CCOCC1.[NH2:32][CH2:33][CH2:34][O:35][C:36]1[CH:44]=[C:43]([Cl:45])[CH:42]=[C:41]([F:46])[C:37]=1[C:38](O)=[O:39]. Product: [Cl:45][C:43]1[CH:42]=[C:41]([F:46])[C:37]2[C:38](=[O:39])[NH:32][CH2:33][CH2:34][O:35][C:36]=2[CH:44]=1. The catalyst class is: 9. (2) Reactant: [F:1][C:2]([C:5]1[N:9]([CH2:10][CH:11]2[CH2:16][CH2:15][O:14][CH2:13][CH2:12]2)[C:8]2[CH:17]=[CH:18][C:19]([N:21]([CH3:34])[S:22]([C:25]3[CH:30]=[CH:29][C:28]([N+:31]([O-])=O)=[CH:27][CH:26]=3)(=[O:24])=[O:23])=[CH:20][C:7]=2[N:6]=1)([F:4])[CH3:3]. Product: [NH2:31][C:28]1[CH:27]=[CH:26][C:25]([S:22]([N:21]([C:19]2[CH:18]=[CH:17][C:8]3[N:9]([CH2:10][CH:11]4[CH2:16][CH2:15][O:14][CH2:13][CH2:12]4)[C:5]([C:2]([F:1])([F:4])[CH3:3])=[N:6][C:7]=3[CH:20]=2)[CH3:34])(=[O:23])=[O:24])=[CH:30][CH:29]=1. The catalyst class is: 99. (3) Reactant: [CH3:1][CH:2]([C:5](=O)[CH:6]1[CH2:10][CH2:9][O:8][CH2:7]1)[CH:3]=O.O.[NH2:13][NH2:14]. Product: [CH3:1][C:2]1[CH:3]=[N:13][NH:14][C:5]=1[CH:6]1[CH2:10][CH2:9][O:8][CH2:7]1. The catalyst class is: 8. (4) Reactant: CN(C(ON1N=NC2C=CC=NC1=2)=[N+](C)C)C.F[P-](F)(F)(F)(F)F.[F:25][C:26]1[CH:27]=[C:28]([NH:37][C:38]([C@@H:40]2[NH:49][CH2:48][CH2:47][C:46]3[N:45]=[C:44]([O:50][CH3:51])[CH:43]=[CH:42][C:41]2=3)=[O:39])[CH:29]=[C:30]2[C:34]=1[C:33]([CH3:36])([CH3:35])[CH2:32][CH2:31]2.[C:52]([O:56][C:57](=[O:66])[CH2:58][C@@H:59]1[CH2:62][C@H:61]([C:63](O)=[O:64])[CH2:60]1)([CH3:55])([CH3:54])[CH3:53].CCN(C(C)C)C(C)C. Product: [F:25][C:26]1[CH:27]=[C:28]([NH:37][C:38]([C@@H:40]2[N:49]([C:63]([C@@H:61]3[CH2:60][C@H:59]([CH2:58][C:57]([O:56][C:52]([CH3:55])([CH3:54])[CH3:53])=[O:66])[CH2:62]3)=[O:64])[CH2:48][CH2:47][C:46]3[N:45]=[C:44]([O:50][CH3:51])[CH:43]=[CH:42][C:41]2=3)=[O:39])[CH:29]=[C:30]2[C:34]=1[C:33]([CH3:35])([CH3:36])[CH2:32][CH2:31]2. The catalyst class is: 18. (5) Reactant: [C:1]([O:12][CH:13]([CH3:15])[CH3:14])(=[O:11])[C@H:2]([CH2:4][C:5]([O:7][CH:8]([CH3:10])[CH3:9])=[O:6])[OH:3].[CH2:16](Br)[CH:17]=[CH2:18]. Product: [CH2:18]([C@H:4]([C@H:2]([OH:3])[C:1]([O:12][CH:13]([CH3:15])[CH3:14])=[O:11])[C:5]([O:7][CH:8]([CH3:10])[CH3:9])=[O:6])[CH:17]=[CH2:16]. The catalyst class is: 1.